From a dataset of NCI-60 drug combinations with 297,098 pairs across 59 cell lines. Regression. Given two drug SMILES strings and cell line genomic features, predict the synergy score measuring deviation from expected non-interaction effect. (1) Synergy scores: CSS=93.4, Synergy_ZIP=8.73, Synergy_Bliss=4.44, Synergy_Loewe=-8.61, Synergy_HSA=3.73. Cell line: SR. Drug 1: CC(C1=C(C=CC(=C1Cl)F)Cl)OC2=C(N=CC(=C2)C3=CN(N=C3)C4CCNCC4)N. Drug 2: CC12CCC3C(C1CCC2=O)CC(=C)C4=CC(=O)C=CC34C. (2) Drug 1: CC1C(C(CC(O1)OC2CC(OC(C2O)C)OC3=CC4=CC5=C(C(=O)C(C(C5)C(C(=O)C(C(C)O)O)OC)OC6CC(C(C(O6)C)O)OC7CC(C(C(O7)C)O)OC8CC(C(C(O8)C)O)(C)O)C(=C4C(=C3C)O)O)O)O. Drug 2: CC(C)(C#N)C1=CC(=CC(=C1)CN2C=NC=N2)C(C)(C)C#N. Cell line: CAKI-1. Synergy scores: CSS=45.0, Synergy_ZIP=0.127, Synergy_Bliss=-0.102, Synergy_Loewe=-4.60, Synergy_HSA=-0.978. (3) Drug 1: CC1CCC2CC(C(=CC=CC=CC(CC(C(=O)C(C(C(=CC(C(=O)CC(OC(=O)C3CCCCN3C(=O)C(=O)C1(O2)O)C(C)CC4CCC(C(C4)OC)OCCO)C)C)O)OC)C)C)C)OC. Drug 2: C1=CN(C=N1)CC(O)(P(=O)(O)O)P(=O)(O)O. Cell line: MDA-MB-435. Synergy scores: CSS=15.8, Synergy_ZIP=-1.68, Synergy_Bliss=3.93, Synergy_Loewe=-10.8, Synergy_HSA=1.23. (4) Drug 1: C(=O)(N)NO. Drug 2: C(CC(=O)O)C(=O)CN.Cl. Cell line: NCI-H322M. Synergy scores: CSS=7.13, Synergy_ZIP=-2.42, Synergy_Bliss=5.19, Synergy_Loewe=-5.56, Synergy_HSA=0.633. (5) Drug 1: C1=CC(=C2C(=C1NCCNCCO)C(=O)C3=C(C=CC(=C3C2=O)O)O)NCCNCCO. Drug 2: C1=CC=C(C=C1)NC(=O)CCCCCCC(=O)NO. Cell line: HL-60(TB). Synergy scores: CSS=56.2, Synergy_ZIP=2.07, Synergy_Bliss=1.04, Synergy_Loewe=-6.40, Synergy_HSA=3.70. (6) Drug 1: CCC1=C2CN3C(=CC4=C(C3=O)COC(=O)C4(CC)O)C2=NC5=C1C=C(C=C5)O. Drug 2: C1CC(=O)NC(=O)C1N2C(=O)C3=CC=CC=C3C2=O. Cell line: SNB-75. Synergy scores: CSS=20.4, Synergy_ZIP=-0.233, Synergy_Bliss=3.65, Synergy_Loewe=-87.7, Synergy_HSA=3.56. (7) Drug 1: CC1=C2C(C(=O)C3(C(CC4C(C3C(C(C2(C)C)(CC1OC(=O)C(C(C5=CC=CC=C5)NC(=O)OC(C)(C)C)O)O)OC(=O)C6=CC=CC=C6)(CO4)OC(=O)C)OC)C)OC. Drug 2: CC1=C(N=C(N=C1N)C(CC(=O)N)NCC(C(=O)N)N)C(=O)NC(C(C2=CN=CN2)OC3C(C(C(C(O3)CO)O)O)OC4C(C(C(C(O4)CO)O)OC(=O)N)O)C(=O)NC(C)C(C(C)C(=O)NC(C(C)O)C(=O)NCCC5=NC(=CS5)C6=NC(=CS6)C(=O)NCCC[S+](C)C)O. Cell line: MALME-3M. Synergy scores: CSS=14.1, Synergy_ZIP=-8.01, Synergy_Bliss=-8.65, Synergy_Loewe=-9.59, Synergy_HSA=-6.12. (8) Drug 1: C1CC(=O)NC(=O)C1N2C(=O)C3=CC=CC=C3C2=O. Drug 2: CN(C(=O)NC(C=O)C(C(C(CO)O)O)O)N=O. Cell line: SF-539. Synergy scores: CSS=-16.2, Synergy_ZIP=-15.3, Synergy_Bliss=-42.4, Synergy_Loewe=-50.5, Synergy_HSA=-50.5. (9) Drug 1: CN1C(=O)N2C=NC(=C2N=N1)C(=O)N. Drug 2: CC1C(C(CC(O1)OC2CC(CC3=C2C(=C4C(=C3O)C(=O)C5=CC=CC=C5C4=O)O)(C(=O)C)O)N)O. Cell line: OVCAR-5. Synergy scores: CSS=32.0, Synergy_ZIP=-3.21, Synergy_Bliss=-3.68, Synergy_Loewe=-11.0, Synergy_HSA=0.336.